This data is from NCI-60 drug combinations with 297,098 pairs across 59 cell lines. The task is: Regression. Given two drug SMILES strings and cell line genomic features, predict the synergy score measuring deviation from expected non-interaction effect. (1) Drug 1: CC12CCC(CC1=CCC3C2CCC4(C3CC=C4C5=CN=CC=C5)C)O. Drug 2: C1=CC(=CC=C1C#N)C(C2=CC=C(C=C2)C#N)N3C=NC=N3. Cell line: HCT116. Synergy scores: CSS=8.58, Synergy_ZIP=0.319, Synergy_Bliss=2.07, Synergy_Loewe=-0.589, Synergy_HSA=1.21. (2) Drug 1: C1C(C(OC1N2C=NC3=C(N=C(N=C32)Cl)N)CO)O. Drug 2: CS(=O)(=O)OCCCCOS(=O)(=O)C. Cell line: T-47D. Synergy scores: CSS=4.25, Synergy_ZIP=-5.36, Synergy_Bliss=-6.47, Synergy_Loewe=-28.1, Synergy_HSA=-7.75. (3) Drug 1: CC12CCC3C(C1CCC2=O)CC(=C)C4=CC(=O)C=CC34C. Drug 2: CCN(CC)CCNC(=O)C1=C(NC(=C1C)C=C2C3=C(C=CC(=C3)F)NC2=O)C. Cell line: M14. Synergy scores: CSS=45.1, Synergy_ZIP=2.83, Synergy_Bliss=6.18, Synergy_Loewe=4.08, Synergy_HSA=4.98. (4) Drug 1: CCC1=C2CN3C(=CC4=C(C3=O)COC(=O)C4(CC)O)C2=NC5=C1C=C(C=C5)O. Drug 2: C1CC(=O)NC(=O)C1N2C(=O)C3=CC=CC=C3C2=O. Cell line: UACC-257. Synergy scores: CSS=13.3, Synergy_ZIP=-2.70, Synergy_Bliss=0.982, Synergy_Loewe=-11.6, Synergy_HSA=-0.321. (5) Drug 1: C(=O)(N)NO. Drug 2: CC1CCCC2(C(O2)CC(NC(=O)CC(C(C(=O)C(C1O)C)(C)C)O)C(=CC3=CSC(=N3)C)C)C. Cell line: EKVX. Synergy scores: CSS=19.6, Synergy_ZIP=-1.31, Synergy_Bliss=1.72, Synergy_Loewe=-12.2, Synergy_HSA=3.75. (6) Drug 1: CCCS(=O)(=O)NC1=C(C(=C(C=C1)F)C(=O)C2=CNC3=C2C=C(C=N3)C4=CC=C(C=C4)Cl)F. Cell line: SK-MEL-2. Synergy scores: CSS=6.28, Synergy_ZIP=2.47, Synergy_Bliss=5.02, Synergy_Loewe=-0.297, Synergy_HSA=0.289. Drug 2: CS(=O)(=O)CCNCC1=CC=C(O1)C2=CC3=C(C=C2)N=CN=C3NC4=CC(=C(C=C4)OCC5=CC(=CC=C5)F)Cl.